Dataset: NCI-60 drug combinations with 297,098 pairs across 59 cell lines. Task: Regression. Given two drug SMILES strings and cell line genomic features, predict the synergy score measuring deviation from expected non-interaction effect. (1) Drug 1: CC(C1=C(C=CC(=C1Cl)F)Cl)OC2=C(N=CC(=C2)C3=CN(N=C3)C4CCNCC4)N. Drug 2: CC12CCC(CC1=CCC3C2CCC4(C3CC=C4C5=CN=CC=C5)C)O. Cell line: NCI-H322M. Synergy scores: CSS=0.334, Synergy_ZIP=0.691, Synergy_Bliss=2.84, Synergy_Loewe=0.00837, Synergy_HSA=0.296. (2) Drug 1: CC1=C(C=C(C=C1)C(=O)NC2=CC(=CC(=C2)C(F)(F)F)N3C=C(N=C3)C)NC4=NC=CC(=N4)C5=CN=CC=C5. Drug 2: C1=NC(=NC(=O)N1C2C(C(C(O2)CO)O)O)N. Cell line: RPMI-8226. Synergy scores: CSS=63.5, Synergy_ZIP=-0.0125, Synergy_Bliss=-1.05, Synergy_Loewe=-7.21, Synergy_HSA=-0.650. (3) Drug 1: CN(C)N=NC1=C(NC=N1)C(=O)N. Drug 2: CC(C)NC(=O)C1=CC=C(C=C1)CNNC.Cl. Cell line: NCI-H226. Synergy scores: CSS=5.26, Synergy_ZIP=1.96, Synergy_Bliss=5.38, Synergy_Loewe=0.339, Synergy_HSA=1.44. (4) Drug 1: CC12CCC(CC1=CCC3C2CCC4(C3CC=C4C5=CN=CC=C5)C)O. Drug 2: C1=CN(C=N1)CC(O)(P(=O)(O)O)P(=O)(O)O. Cell line: HCT-15. Synergy scores: CSS=-1.25, Synergy_ZIP=-0.0112, Synergy_Bliss=-0.344, Synergy_Loewe=-6.98, Synergy_HSA=-3.77. (5) Drug 1: C1=CC=C(C=C1)NC(=O)CCCCCCC(=O)NO. Drug 2: CC1CCCC2(C(O2)CC(NC(=O)CC(C(C(=O)C(C1O)C)(C)C)O)C(=CC3=CSC(=N3)C)C)C. Cell line: 786-0. Synergy scores: CSS=37.3, Synergy_ZIP=-0.495, Synergy_Bliss=-1.87, Synergy_Loewe=-4.13, Synergy_HSA=-1.78. (6) Drug 1: CCCS(=O)(=O)NC1=C(C(=C(C=C1)F)C(=O)C2=CNC3=C2C=C(C=N3)C4=CC=C(C=C4)Cl)F. Drug 2: C1=CC(=CC=C1CCC2=CNC3=C2C(=O)NC(=N3)N)C(=O)NC(CCC(=O)O)C(=O)O. Cell line: MDA-MB-231. Synergy scores: CSS=17.3, Synergy_ZIP=-2.46, Synergy_Bliss=3.50, Synergy_Loewe=-14.5, Synergy_HSA=1.71. (7) Drug 1: C1=NC2=C(N1)C(=S)N=C(N2)N. Drug 2: C(CCl)NC(=O)N(CCCl)N=O. Cell line: HCC-2998. Synergy scores: CSS=32.5, Synergy_ZIP=-0.821, Synergy_Bliss=1.87, Synergy_Loewe=-28.0, Synergy_HSA=0.113.